Dataset: Forward reaction prediction with 1.9M reactions from USPTO patents (1976-2016). Task: Predict the product of the given reaction. (1) Given the reactants [CH2:1]([C:3]1[C:7]([CH2:8][CH2:9]O)=[C:6]([CH2:11][CH3:12])[N:5]([C:13]2[CH:18]=[CH:17][CH:16]=[CH:15][N:14]=2)[N:4]=1)[CH3:2].C1(P(C2C=CC=CC=2)C2C=CC=CC=2)C=CC=CC=1.C(Br)(Br)(Br)[Br:39].C(N(CC)CC)C, predict the reaction product. The product is: [Br:39][CH2:9][CH2:8][C:7]1[C:3]([CH2:1][CH3:2])=[N:4][N:5]([C:13]2[CH:18]=[CH:17][CH:16]=[CH:15][N:14]=2)[C:6]=1[CH2:11][CH3:12]. (2) Given the reactants [CH2:1]([NH2:5])[CH:2]([CH3:4])[CH3:3].[CH:6]1([NH:9][C:10]([C:12]2[CH:13]=[C:14]([F:36])[C:15]([CH3:35])=[C:16]([C:18]3[CH:23]=[CH:22][C:21]([C:24]([OH:26])=O)=[CH:20][C:19]=3[C:27]([NH:29][C:30]3[S:31][CH:32]=[CH:33][N:34]=3)=[O:28])[CH:17]=2)=[O:11])[CH2:8][CH2:7]1.Cl.CN(C)CCCN=C=NCC.CCOC(C)=O, predict the reaction product. The product is: [CH:6]1([NH:9][C:10]([C:12]2[CH:17]=[C:16]([C:18]3[C:19]([C:27]([NH:29][C:30]4[S:31][CH:32]=[CH:33][N:34]=4)=[O:28])=[CH:20][C:21]([C:24]([NH:5][CH2:1][CH:2]([CH3:4])[CH3:3])=[O:26])=[CH:22][CH:23]=3)[C:15]([CH3:35])=[C:14]([F:36])[CH:13]=2)=[O:11])[CH2:8][CH2:7]1. (3) Given the reactants [CH3:1][C:2]1[N:7]=[C:6]2[CH2:8][O:9][C:10](=[O:11])[C:5]2=[CH:4][CH:3]=1.ClC1C=C(C=CC=1)C(OO)=[O:17], predict the reaction product. The product is: [CH3:1][C:2]1[N+:7]([O-:17])=[C:6]2[CH2:8][O:9][C:10](=[O:11])[C:5]2=[CH:4][CH:3]=1. (4) Given the reactants [CH:1]12[CH2:7][CH:4]([CH:5]=[CH:6]1)[CH2:3][CH:2]2[CH2:8]O.C(N(CC)CC)C.C(Cl)(=O)C=CC1C=CC=CC=1.[C:28]([O:31]CC)(=[O:30])[CH3:29], predict the reaction product. The product is: [CH:1]12[CH2:7][CH:4]([CH:3]=[CH:2]1)[CH2:5][CH2:6]2.[CH3:8][C:2]1[CH:3]=[CH:4][CH:5]=[CH:6][C:1]=1[CH:7]=[CH:29][C:28]([O-:31])=[O:30]. (5) Given the reactants C([O:4][C:5]1[CH:6]=[C:7]2[C:12](=[CH:13][C:14]=1[O:15][CH3:16])[N:11]=[CH:10][N:9]=[C:8]2[NH:17][C:18]1[CH:23]=[CH:22][C:21]([Cl:24])=[CH:20][CH:19]=1)(=O)C.[NH4+].[OH-], predict the reaction product. The product is: [Cl:24][C:21]1[CH:20]=[CH:19][C:18]([NH:17][C:8]2[C:7]3[C:12](=[CH:13][C:14]([O:15][CH3:16])=[C:5]([OH:4])[CH:6]=3)[N:11]=[CH:10][N:9]=2)=[CH:23][CH:22]=1. (6) Given the reactants [CH:1]1([C:4]([NH:6][C:7]2[CH:12]=[CH:11][C:10]([S:13][C:14]3[N:19]=[C:18]([C:20]([O:22]C)=[O:21])[C:17]([NH2:24])=[C:16]([NH:25][C:26]4[CH:30]=[C:29]([CH3:31])[NH:28][N:27]=4)[N:15]=3)=[CH:9][CH:8]=2)=[O:5])[CH2:3][CH2:2]1.[Li+].[OH-].Cl, predict the reaction product. The product is: [CH:1]1([C:4]([NH:6][C:7]2[CH:8]=[CH:9][C:10]([S:13][C:14]3[N:19]=[C:18]([C:20]([OH:22])=[O:21])[C:17]([NH2:24])=[C:16]([NH:25][C:26]4[CH:30]=[C:29]([CH3:31])[NH:28][N:27]=4)[N:15]=3)=[CH:11][CH:12]=2)=[O:5])[CH2:3][CH2:2]1. (7) Given the reactants [CH3:1][O:2][C:3](=[O:39])[CH2:4][CH2:5][C:6]([NH:8][C:9]1[CH:14]=[CH:13][C:12]([C:15]([N:17]2[C:26]3[C:21](=[CH:22][CH:23]=[CH:24][CH:25]=3)[C@H:20]([N:27]([C:35](=[O:37])[CH3:36])[C:28]3[CH:33]=[CH:32][C:31]([Cl:34])=[CH:30][CH:29]=3)[CH2:19][C@@H:18]2[CH3:38])=[O:16])=[CH:11][CH:10]=1)=[O:7].[H-].[Na+].I[CH3:43], predict the reaction product. The product is: [CH3:1][O:2][C:3](=[O:39])[CH2:4][CH2:5][C:6]([N:8]([C:9]1[CH:10]=[CH:11][C:12]([C:15]([N:17]2[C:26]3[C:21](=[CH:22][CH:23]=[CH:24][CH:25]=3)[C@H:20]([N:27]([C:35](=[O:37])[CH3:36])[C:28]3[CH:29]=[CH:30][C:31]([Cl:34])=[CH:32][CH:33]=3)[CH2:19][C@@H:18]2[CH3:38])=[O:16])=[CH:13][CH:14]=1)[CH3:43])=[O:7]. (8) Given the reactants [F:1][C:2]1[CH:17]=[C:16]([CH:18]=O)[CH:15]=[CH:14][C:3]=1[O:4][C:5]1[CH:13]=[CH:12][C:8]([C:9]([NH2:11])=[O:10])=[CH:7][N:6]=1.[CH3:20][CH:21]([CH3:25])[CH2:22][CH2:23][NH2:24], predict the reaction product. The product is: [F:1][C:2]1[CH:17]=[C:16]([CH2:18][NH:24][CH2:23][CH2:22][CH:21]([CH3:25])[CH3:20])[CH:15]=[CH:14][C:3]=1[O:4][C:5]1[CH:13]=[CH:12][C:8]([C:9]([NH2:11])=[O:10])=[CH:7][N:6]=1. (9) Given the reactants [CH:1]1([CH2:4][O:5][C:6]2[CH:11]=[CH:10][C:9]([C:12]3[O:13][C:14]4[CH2:20][CH2:19][CH:18]([O:21][CH2:22][C:23](N5CCOCC5)=[O:24])[CH2:17][C:15]=4[N:16]=3)=[CH:8][C:7]=2[F:31])[CH2:3][CH2:2]1.[CH3:32][Mg]Br.[Cl-].[NH4+], predict the reaction product. The product is: [CH:1]1([CH2:4][O:5][C:6]2[CH:11]=[CH:10][C:9]([C:12]3[O:13][C:14]4[CH2:20][CH2:19][CH:18]([O:21][CH2:22][CH:23]([OH:24])[CH3:32])[CH2:17][C:15]=4[N:16]=3)=[CH:8][C:7]=2[F:31])[CH2:3][CH2:2]1. (10) The product is: [Cl:18][C:17]1[CH:16]=[CH:15][CH:14]=[C:11]2[C:10]=1[NH:9][C:19](=[O:20])[N:13]=[C:12]2[C:1]1[CH:6]=[CH:5][CH:4]=[CH:3][CH:2]=1. Given the reactants [C:1]1([Mg]Br)[CH:6]=[CH:5][CH:4]=[CH:3][CH:2]=1.[NH2:9][C:10]1[C:17]([Cl:18])=[CH:16][CH:15]=[CH:14][C:11]=1[C:12]#[N:13].[C:19](Cl)(=O)[O:20]C.Cl.C(=O)(O)[O-].[Na+], predict the reaction product.